Dataset: Full USPTO retrosynthesis dataset with 1.9M reactions from patents (1976-2016). Task: Predict the reactants needed to synthesize the given product. Given the product [NH2:18][C:14]1[CH:13]=[C:12]([S:9]([C:5]2[CH:4]=[C:3]([CH:8]=[CH:7][CH:6]=2)[C:1]#[N:2])(=[O:11])=[O:10])[CH:17]=[CH:16][CH:15]=1, predict the reactants needed to synthesize it. The reactants are: [C:1]([C:3]1[CH:4]=[C:5]([S:9]([C:12]2[CH:13]=[C:14]([NH:18]C(=O)OC(C)(C)C)[CH:15]=[CH:16][CH:17]=2)(=[O:11])=[O:10])[CH:6]=[CH:7][CH:8]=1)#[N:2].C(O)(C(F)(F)F)=O.